Dataset: Reaction yield outcomes from USPTO patents with 853,638 reactions. Task: Predict the reaction yield, written as a fraction of the theoretical maximum amount of product (1.0 means a 100% yield; for example, 0.34 means a 34% yield). (1) The reactants are [Cl:1][C:2]1[C:7]([CH3:8])=[CH:6][CH:5]=[CH:4][C:3]=1[N:9]1[CH2:14][CH2:13][N:12]([CH2:15][CH2:16][CH2:17][CH:18]=[CH:19][C:20]2[N:29]=[C:28]3[C:23]([CH2:24][CH2:25][C:26](=[O:30])[NH:27]3)=[CH:22][CH:21]=2)[CH2:11][CH2:10]1. The catalyst is [Ni].CCO.C1COCC1. The product is [Cl:1][C:2]1[C:7]([CH3:8])=[CH:6][CH:5]=[CH:4][C:3]=1[N:9]1[CH2:10][CH2:11][N:12]([CH2:15][CH2:16][CH2:17][CH2:18][CH2:19][C:20]2[N:29]=[C:28]3[C:23]([CH2:24][CH2:25][C:26](=[O:30])[NH:27]3)=[CH:22][CH:21]=2)[CH2:13][CH2:14]1. The yield is 0.870. (2) The reactants are [I:1][C:2]1[CH:7]=[CH:6][C:5]([C:8]([C:10]2[CH:15]=[CH:14][C:13]([O:16][CH3:17])=[CH:12][CH:11]=2)=O)=[CH:4][CH:3]=1.C([SiH](CC)CC)C.[OH-].[Na+]. The catalyst is C(O)(C(F)(F)F)=O. The product is [CH3:17][O:16][C:13]1[CH:12]=[CH:11][C:10]([CH2:8][C:5]2[CH:6]=[CH:7][C:2]([I:1])=[CH:3][CH:4]=2)=[CH:15][CH:14]=1. The yield is 0.930. (3) The reactants are [Cl:1][C:2]1[CH:6]=[N:5][N:4]([CH3:7])[C:3]=1[C:8]1[CH:9]=[C:10]([NH2:16])[CH:11]=[CH:12][C:13]=1[O:14][CH3:15].[F:17][C:18]1[CH:19]=[C:20]([N:25]=[C:26]=[O:27])[CH:21]=[CH:22][C:23]=1[F:24]. No catalyst specified. The product is [Cl:1][C:2]1[CH:6]=[N:5][N:4]([CH3:7])[C:3]=1[C:8]1[CH:9]=[C:10]([NH:16][C:26]([NH:25][C:20]2[CH:21]=[CH:22][C:23]([F:24])=[C:18]([F:17])[CH:19]=2)=[O:27])[CH:11]=[CH:12][C:13]=1[O:14][CH3:15]. The yield is 0.340. (4) The reactants are [CH2:1]([C:5]1[N:10]=[C:9]([CH2:11][CH3:12])[N:8]([CH2:13][CH:14]([OH:19])[C:15]([CH3:18])([CH3:17])[CH3:16])[C:7](=[O:20])[C:6]=1[CH2:21][C:22]1[CH:27]=[CH:26][C:25]([C:28]2[CH:33]=[CH:32][CH:31]=[CH:30][C:29]=2[C:34]2[NH:38][C:37](=[O:39])[O:36][N:35]=2)=[CH:24][CH:23]=1)[CH2:2][CH2:3][CH3:4].CC(OI1(OC(C)=O)(OC(C)=O)OC(=O)C2C1=CC=CC=2)=O.C(=O)([O-])O.[Na+].S([O-])([O-])(=O)=S.[Na+].[Na+]. The catalyst is ClCCl. The product is [CH2:1]([C:5]1[N:10]=[C:9]([CH2:11][CH3:12])[N:8]([CH2:13][C:14](=[O:19])[C:15]([CH3:16])([CH3:18])[CH3:17])[C:7](=[O:20])[C:6]=1[CH2:21][C:22]1[CH:27]=[CH:26][C:25]([C:28]2[CH:33]=[CH:32][CH:31]=[CH:30][C:29]=2[C:34]2[NH:38][C:37](=[O:39])[O:36][N:35]=2)=[CH:24][CH:23]=1)[CH2:2][CH2:3][CH3:4]. The yield is 1.00. (5) The product is [OH:24][C:17]1[CH:18]=[C:19]([O:22][CH3:23])[CH:20]=[CH:21][C:16]=1[C:14]1[N:15]=[C:11]([CH2:10][CH2:9][CH2:8][CH2:7][C:6]([OH:25])=[O:5])[S:12][CH:13]=1. The yield is 0.960. The reactants are O[Li].O.C[O:5][C:6](=[O:25])[CH2:7][CH2:8][CH2:9][CH2:10][C:11]1[S:12][CH:13]=[C:14]([C:16]2[CH:21]=[CH:20][C:19]([O:22][CH3:23])=[CH:18][C:17]=2[OH:24])[N:15]=1.Cl. The catalyst is O.O1CCOCC1. (6) The reactants are Br[C:2]1[CH:3]=[C:4]([CH:8]2[CH2:17][C:16]([CH3:19])([CH3:18])[C:15]3[C:10](=[CH:11][CH:12]=[C:13]([C:20]#[N:21])[CH:14]=3)[NH:9]2)[CH:5]=[CH:6][CH:7]=1.[NH2:22][C:23]([CH3:28])([CH3:27])[C:24]([OH:26])=[O:25].C(=O)([O-])[O-].[K+].[K+]. The catalyst is CS(C)=O.[Cu]I. The product is [C:20]([C:13]1[CH:14]=[C:15]2[C:10](=[CH:11][CH:12]=1)[NH:9][CH:8]([C:4]1[CH:3]=[C:2]([NH:22][C:23]([CH3:28])([CH3:27])[C:24]([OH:26])=[O:25])[CH:7]=[CH:6][CH:5]=1)[CH2:17][C:16]2([CH3:19])[CH3:18])#[N:21]. The yield is 0.331. (7) The reactants are [CH2:1]([O:3][C:4]1[CH:5]=[C:6](B(O)O)[CH:7]=[CH:8][CH:9]=1)[CH3:2].Br[C:14]1[CH:15]=[CH:16][C:17]([F:23])=[C:18]([N+:20]([O-:22])=[O:21])[CH:19]=1.C(=O)([O-])[O-].[Na+].[Na+].C(O)C. The catalyst is C1(C)C=CC=CC=1.C1C=CC([P]([Pd]([P](C2C=CC=CC=2)(C2C=CC=CC=2)C2C=CC=CC=2)([P](C2C=CC=CC=2)(C2C=CC=CC=2)C2C=CC=CC=2)[P](C2C=CC=CC=2)(C2C=CC=CC=2)C2C=CC=CC=2)(C2C=CC=CC=2)C2C=CC=CC=2)=CC=1. The product is [F:23][C:17]1[CH:16]=[CH:15][C:14]([C:6]2[CH:7]=[CH:8][CH:9]=[C:4]([O:3][CH2:1][CH3:2])[CH:5]=2)=[CH:19][C:18]=1[N+:20]([O-:22])=[O:21]. The yield is 0.900. (8) The reactants are C([O:4][CH2:5][CH2:6][C:7]1[C:16]2[C:11](=[CH:12][CH:13]=[CH:14][CH:15]=2)[C:10]([O:17][CH2:18][C:19]2[CH:24]=[CH:23][CH:22]=[CH:21][CH:20]=2)=[CH:9][C:8]=1[NH:25][C:26]([C:28]1[NH:29][C:30]2[C:35]([CH:36]=1)=[CH:34][C:33]([O:37][CH3:38])=[C:32]([O:39][CH3:40])[C:31]=2[O:41][CH3:42])=[O:27])(=O)C.C(=O)([O-])[O-].[K+].[K+]. The catalyst is CO.CCOC(C)=O. The product is [CH2:18]([O:17][C:10]1[C:11]2[C:16](=[CH:15][CH:14]=[CH:13][CH:12]=2)[C:7]([CH2:6][CH2:5][OH:4])=[C:8]([NH:25][C:26]([C:28]2[NH:29][C:30]3[C:35]([CH:36]=2)=[CH:34][C:33]([O:37][CH3:38])=[C:32]([O:39][CH3:40])[C:31]=3[O:41][CH3:42])=[O:27])[CH:9]=1)[C:19]1[CH:24]=[CH:23][CH:22]=[CH:21][CH:20]=1. The yield is 0.870.